Dataset: Full USPTO retrosynthesis dataset with 1.9M reactions from patents (1976-2016). Task: Predict the reactants needed to synthesize the given product. Given the product [Cl:7][C:8]1[CH:9]=[CH:10][C:11]([CH2:14][CH:15]([O:23][CH2:24][CH:25]([CH3:27])[CH3:26])[CH2:16][OH:17])=[CH:12][CH:13]=1, predict the reactants needed to synthesize it. The reactants are: [H-].[H-].[H-].[H-].[Li+].[Al+3].[Cl:7][C:8]1[CH:13]=[CH:12][C:11]([CH2:14][CH:15]([O:23][CH2:24][CH:25]([CH3:27])[CH3:26])[C:16](OCC(C)C)=[O:17])=[CH:10][CH:9]=1.O.O.O.O.O.O.O.O.O.O.S([O-])([O-])(=O)=O.[Na+].[Na+].O.